This data is from NCI-60 drug combinations with 297,098 pairs across 59 cell lines. The task is: Regression. Given two drug SMILES strings and cell line genomic features, predict the synergy score measuring deviation from expected non-interaction effect. Drug 1: C(CCl)NC(=O)N(CCCl)N=O. Drug 2: CC1C(C(CC(O1)OC2CC(CC3=C2C(=C4C(=C3O)C(=O)C5=C(C4=O)C(=CC=C5)OC)O)(C(=O)CO)O)N)O.Cl. Cell line: M14. Synergy scores: CSS=46.5, Synergy_ZIP=-4.20, Synergy_Bliss=-3.81, Synergy_Loewe=-2.01, Synergy_HSA=-0.899.